Task: Predict the reactants needed to synthesize the given product.. Dataset: Full USPTO retrosynthesis dataset with 1.9M reactions from patents (1976-2016) (1) Given the product [Cl:1][C:2]1[CH:3]=[C:4]2[C:9](=[CH:10][CH:11]=1)[NH:8][CH:7]([C:12]1[CH:18]=[CH:17][CH:16]=[CH:15][C:13]=1[NH:14][S:34]([C:30]1[CH:31]=[CH:32][CH:33]=[C:28]([F:27])[CH:29]=1)(=[O:36])=[O:35])[CH2:6][C:5]2([CH3:20])[CH3:19], predict the reactants needed to synthesize it. The reactants are: [Cl:1][C:2]1[CH:3]=[C:4]2[C:9](=[CH:10][CH:11]=1)[NH:8][CH:7]([C:12]1[CH:18]=[CH:17][CH:16]=[CH:15][C:13]=1[NH2:14])[CH2:6][C:5]2([CH3:20])[CH3:19].N1C=CC=CC=1.[F:27][C:28]1[CH:29]=[C:30]([S:34](Cl)(=[O:36])=[O:35])[CH:31]=[CH:32][CH:33]=1. (2) Given the product [F:1][C:2]1[CH:7]=[CH:6][C:5]([CH2:8][CH2:9][CH3:10])=[CH:4][C:3]=1[C:11]1[N:16]=[C:15]([C:17]([O:19][CH3:20])=[O:18])[CH:14]=[CH:13][CH:12]=1, predict the reactants needed to synthesize it. The reactants are: [F:1][C:2]1[CH:7]=[CH:6][C:5](/[CH:8]=[CH:9]/[CH3:10])=[CH:4][C:3]=1[C:11]1[N:16]=[C:15]([C:17]([O:19][CH3:20])=[O:18])[CH:14]=[CH:13][CH:12]=1. (3) The reactants are: [CH:1]([C:4]1[C:9]([C:10]([OH:12])=O)=[C:8]([CH3:13])[CH:7]=[C:6]([N:14]2[CH2:19][CH2:18][O:17][CH2:16][CH2:15]2)[N:5]=1)([CH3:3])[CH3:2].C(N(C(C)C)C(C)C)C.Cl.C(N=C=NCCCN(C)C)C.O.ON1C2C=CC=CC=2N=N1.[NH2:52][CH2:53][C@@H:54]1[CH2:59][CH2:58][CH2:57][CH2:56][C@H:55]1[OH:60]. Given the product [OH:60][C@@H:55]1[CH2:56][CH2:57][CH2:58][CH2:59][C@H:54]1[CH2:53][NH:52][C:10]([C:9]1[C:4]([CH:1]([CH3:2])[CH3:3])=[N:5][C:6]([N:14]2[CH2:19][CH2:18][O:17][CH2:16][CH2:15]2)=[CH:7][C:8]=1[CH3:13])=[O:12], predict the reactants needed to synthesize it. (4) Given the product [CH3:16][NH:15][C:10]1[CH:11]=[N:12][CH:13]=[CH:14][C:9]=1[C:5]1[CH:4]=[CH:3][CH:2]=[CH:7][CH:6]=1, predict the reactants needed to synthesize it. The reactants are: F[C:2]1[C:7](F)=[CH:6][C:5]([C:9]2[CH:14]=[CH:13][N:12]=[CH:11][C:10]=2[N:15](CCS(C)(=O)=O)[C:16](=O)C2C=C(C(F)(F)F)N=C(C(F)(F)F)C=2)=[C:4](OC)[CH:3]=1.C1(B(O)O)C=CC=CC=1.C([O-])([O-])=O.[Na+].[Na+].C1(P(C2C=CC=CC=2)C2C=CC=CC=2)C=CC=CC=1.C([O-])(O)=O.[Na+]. (5) Given the product [F:1][C:6]1[CH:19]=[C:18]([N+:20]([O-:22])=[O:21])[CH:17]=[CH:16][C:7]=1[C:8]([NH:10][C@H:11]([CH3:15])[C:12]([OH:14])=[O:13])=[O:9], predict the reactants needed to synthesize it. The reactants are: [F-:1].[K+].[N+]([C:6]1[CH:19]=[C:18]([N+:20]([O-:22])=[O:21])[CH:17]=[CH:16][C:7]=1[C:8]([NH:10][C@H:11]([CH3:15])[C:12]([OH:14])=[O:13])=[O:9])([O-])=O.C1OCCOCCOCCOCCOCCOC1. (6) Given the product [C:6]([O:5][C:3]([N:10]1[CH2:15][CH2:14][CH2:13][CH:12]([O:16][C:23]2[CH:24]=[CH:25][C:20]([C:18](=[O:19])[CH3:17])=[CH:21][C:22]=2[C:27]([F:28])([F:29])[F:30])[CH2:11]1)=[O:4])([CH3:9])([CH3:8])[CH3:7], predict the reactants needed to synthesize it. The reactants are: [H-].[Na+].[C:3]([N:10]1[CH2:15][CH2:14][CH2:13][CH:12]([OH:16])[CH2:11]1)([O:5][C:6]([CH3:9])([CH3:8])[CH3:7])=[O:4].[CH3:17][C:18]([C:20]1[CH:25]=[CH:24][C:23](F)=[C:22]([C:27]([F:30])([F:29])[F:28])[CH:21]=1)=[O:19].O. (7) Given the product [CH2:16]([C:11]1([CH2:1][CH2:2][CH2:3][CH2:4][CH2:5][CH2:6][CH2:7][CH2:8][CH2:9][CH3:10])[CH2:12][CH2:13][CH2:14][CH2:15]1)[CH2:17][CH2:18][CH2:19][CH2:20][CH2:21][CH2:22][CH2:23][CH2:24][CH3:25], predict the reactants needed to synthesize it. The reactants are: [CH2:1]([C:11]1([CH2:16][CH2:17][CH2:18][CH2:19][CH2:20][CH2:21][CH2:22][CH2:23][CH2:24][CH3:25])[CH:15]=[CH:14][CH:13]=[CH:12]1)[CH2:2][CH2:3][CH2:4][CH2:5][CH2:6][CH2:7][CH2:8][CH2:9][CH3:10].C(O)CCCCCCCCCO.[OH-].[K+].COCCOCCOCCOC.